Regression. Given two drug SMILES strings and cell line genomic features, predict the synergy score measuring deviation from expected non-interaction effect. From a dataset of NCI-60 drug combinations with 297,098 pairs across 59 cell lines. (1) Drug 1: CCCS(=O)(=O)NC1=C(C(=C(C=C1)F)C(=O)C2=CNC3=C2C=C(C=N3)C4=CC=C(C=C4)Cl)F. Drug 2: CS(=O)(=O)OCCCCOS(=O)(=O)C. Cell line: SN12C. Synergy scores: CSS=8.03, Synergy_ZIP=-1.37, Synergy_Bliss=0.938, Synergy_Loewe=-1.25, Synergy_HSA=-1.40. (2) Drug 1: CN(CC1=CN=C2C(=N1)C(=NC(=N2)N)N)C3=CC=C(C=C3)C(=O)NC(CCC(=O)O)C(=O)O. Drug 2: CCC(=C(C1=CC=CC=C1)C2=CC=C(C=C2)OCCN(C)C)C3=CC=CC=C3.C(C(=O)O)C(CC(=O)O)(C(=O)O)O. Cell line: ACHN. Synergy scores: CSS=56.0, Synergy_ZIP=1.58, Synergy_Bliss=1.18, Synergy_Loewe=-53.3, Synergy_HSA=-0.570. (3) Drug 1: CCCS(=O)(=O)NC1=C(C(=C(C=C1)F)C(=O)C2=CNC3=C2C=C(C=N3)C4=CC=C(C=C4)Cl)F. Drug 2: CS(=O)(=O)OCCCCOS(=O)(=O)C. Cell line: M14. Synergy scores: CSS=35.7, Synergy_ZIP=3.09, Synergy_Bliss=1.02, Synergy_Loewe=-37.8, Synergy_HSA=-2.12. (4) Drug 1: C1=NC2=C(N1)C(=S)N=C(N2)N. Drug 2: CCN(CC)CCCC(C)NC1=C2C=C(C=CC2=NC3=C1C=CC(=C3)Cl)OC. Cell line: MDA-MB-435. Synergy scores: CSS=23.1, Synergy_ZIP=-5.31, Synergy_Bliss=-0.145, Synergy_Loewe=-0.816, Synergy_HSA=1.86. (5) Drug 1: C1=CN(C(=O)N=C1N)C2C(C(C(O2)CO)O)(F)F. Drug 2: CS(=O)(=O)CCNCC1=CC=C(O1)C2=CC3=C(C=C2)N=CN=C3NC4=CC(=C(C=C4)OCC5=CC(=CC=C5)F)Cl. Cell line: SK-OV-3. Synergy scores: CSS=40.9, Synergy_ZIP=-4.48, Synergy_Bliss=-4.48, Synergy_Loewe=-7.97, Synergy_HSA=0.0296. (6) Drug 1: C1=CC(=CC=C1CC(C(=O)O)N)N(CCCl)CCCl.Cl. Drug 2: CC1C(C(CC(O1)OC2CC(CC3=C2C(=C4C(=C3O)C(=O)C5=C(C4=O)C(=CC=C5)OC)O)(C(=O)CO)O)N)O.Cl. Cell line: MALME-3M. Synergy scores: CSS=55.2, Synergy_ZIP=-2.54, Synergy_Bliss=0.168, Synergy_Loewe=-20.1, Synergy_HSA=0.657. (7) Drug 1: CC1C(C(=O)NC(C(=O)N2CCCC2C(=O)N(CC(=O)N(C(C(=O)O1)C(C)C)C)C)C(C)C)NC(=O)C3=C4C(=C(C=C3)C)OC5=C(C(=O)C(=C(C5=N4)C(=O)NC6C(OC(=O)C(N(C(=O)CN(C(=O)C7CCCN7C(=O)C(NC6=O)C(C)C)C)C)C(C)C)C)N)C. Drug 2: COC1=NC(=NC2=C1N=CN2C3C(C(C(O3)CO)O)O)N. Cell line: DU-145. Synergy scores: CSS=-5.42, Synergy_ZIP=4.95, Synergy_Bliss=2.20, Synergy_Loewe=-4.60, Synergy_HSA=-5.37. (8) Drug 1: C1CC(=O)NC(=O)C1N2CC3=C(C2=O)C=CC=C3N. Drug 2: CC1CCCC2(C(O2)CC(NC(=O)CC(C(C(=O)C(C1O)C)(C)C)O)C(=CC3=CSC(=N3)C)C)C. Cell line: NCI-H322M. Synergy scores: CSS=2.17, Synergy_ZIP=-0.779, Synergy_Bliss=-0.997, Synergy_Loewe=0.182, Synergy_HSA=-0.736. (9) Drug 1: CC1C(C(=O)NC(C(=O)N2CCCC2C(=O)N(CC(=O)N(C(C(=O)O1)C(C)C)C)C)C(C)C)NC(=O)C3=C4C(=C(C=C3)C)OC5=C(C(=O)C(=C(C5=N4)C(=O)NC6C(OC(=O)C(N(C(=O)CN(C(=O)C7CCCN7C(=O)C(NC6=O)C(C)C)C)C)C(C)C)C)N)C. Drug 2: CC1=C(C=C(C=C1)C(=O)NC2=CC(=CC(=C2)C(F)(F)F)N3C=C(N=C3)C)NC4=NC=CC(=N4)C5=CN=CC=C5. Cell line: HOP-92. Synergy scores: CSS=28.6, Synergy_ZIP=4.58, Synergy_Bliss=8.14, Synergy_Loewe=-0.386, Synergy_HSA=6.14. (10) Cell line: SF-295. Synergy scores: CSS=15.3, Synergy_ZIP=-4.41, Synergy_Bliss=-0.282, Synergy_Loewe=-9.57, Synergy_HSA=1.07. Drug 2: CCCS(=O)(=O)NC1=C(C(=C(C=C1)F)C(=O)C2=CNC3=C2C=C(C=N3)C4=CC=C(C=C4)Cl)F. Drug 1: CC(C1=C(C=CC(=C1Cl)F)Cl)OC2=C(N=CC(=C2)C3=CN(N=C3)C4CCNCC4)N.